This data is from Full USPTO retrosynthesis dataset with 1.9M reactions from patents (1976-2016). The task is: Predict the reactants needed to synthesize the given product. (1) Given the product [ClH:28].[CH3:1][O:2][C:3]1[CH:4]=[C:5]([CH2:11][CH2:12][N:13]([CH3:18])[CH2:14][CH2:15][CH2:16][NH:17][C:26](=[O:27])[C:25]2[CH:24]=[CH:23][C:22]([N+:19]([O-:21])=[O:20])=[CH:30][CH:29]=2)[CH:6]=[CH:7][C:8]=1[O:9][CH3:10], predict the reactants needed to synthesize it. The reactants are: [CH3:1][O:2][C:3]1[CH:4]=[C:5]([CH2:11][CH2:12][N:13]([CH3:18])[CH2:14][CH2:15][CH2:16][NH2:17])[CH:6]=[CH:7][C:8]=1[O:9][CH3:10].[N+:19]([C:22]1[CH:30]=[CH:29][C:25]([C:26]([Cl:28])=[O:27])=[CH:24][CH:23]=1)([O-:21])=[O:20].C(N(CC)CC)C. (2) The reactants are: [C:1]([O:5][C:6]([N:8]1[C@H:12]([CH2:13][OH:14])[CH2:11][O:10][C:9]1([CH3:16])[CH3:15])=[O:7])([CH3:4])([CH3:3])[CH3:2].[S:17](Cl)([C:20]1[CH:26]=[CH:25][C:23]([CH3:24])=[CH:22][CH:21]=1)(=[O:19])=[O:18]. Given the product [C:1]([O:5][C:6]([N:8]1[C@H:12]([CH2:13][O:14][S:17]([C:20]2[CH:26]=[CH:25][C:23]([CH3:24])=[CH:22][CH:21]=2)(=[O:19])=[O:18])[CH2:11][O:10][C:9]1([CH3:16])[CH3:15])=[O:7])([CH3:4])([CH3:3])[CH3:2], predict the reactants needed to synthesize it. (3) Given the product [F:38][C:25]1[CH:24]=[C:23]([C:9]2[CH:14]=[CH:13][CH:12]=[CH:11][C:10]=2[NH:15][S:16]([CH2:19][CH3:20])(=[O:17])=[O:18])[CH:28]=[CH:27][C:26]=1[C:29]1[N:30]=[C:31]2[CH:37]=[CH:36][NH:35][C:32]2=[N:33][CH:34]=1, predict the reactants needed to synthesize it. The reactants are: CC1(C)C(C)(C)OB([C:9]2[CH:14]=[CH:13][CH:12]=[CH:11][C:10]=2[NH:15][S:16]([CH2:19][CH3:20])(=[O:18])=[O:17])O1.Br[C:23]1[CH:28]=[CH:27][C:26]([C:29]2[N:30]=[C:31]3[CH:37]=[CH:36][NH:35][C:32]3=[N:33][CH:34]=2)=[C:25]([F:38])[CH:24]=1. (4) Given the product [Cl:22][C:15]1[C:16]2[C:11](=[CH:10][C:9]([NH:8][C:5]3[CH:6]=[CH:7][C:2]([F:1])=[CH:3][CH:4]=3)=[CH:18][CH:17]=2)[CH:12]=[N:13][N:14]=1, predict the reactants needed to synthesize it. The reactants are: [F:1][C:2]1[CH:7]=[CH:6][C:5]([NH:8][C:9]2[CH:10]=[C:11]3[C:16](=[CH:17][CH:18]=2)[C:15](O)=[N:14][N:13]=[CH:12]3)=[CH:4][CH:3]=1.P(Cl)(Cl)([Cl:22])=O. (5) Given the product [C:13]([O:17][C:18]([N:20]1[CH2:25][CH2:24][N:23]([C:26]([O:28][CH3:29])=[O:27])[CH2:22][CH:21]1[CH2:30][CH2:31][O:32][C:33]1[CH:38]=[CH:37][CH:36]=[CH:35][CH:34]=1)=[O:19])([CH3:16])([CH3:15])[CH3:14], predict the reactants needed to synthesize it. The reactants are: N(C(OCC)=O)=NC(OCC)=O.[C:13]([O:17][C:18]([N:20]1[CH2:25][CH2:24][N:23]([C:26]([O:28][CH3:29])=[O:27])[CH2:22][CH:21]1[CH2:30][CH2:31][OH:32])=[O:19])([CH3:16])([CH3:15])[CH3:14].[C:33]1(O)[CH:38]=[CH:37][CH:36]=[CH:35][CH:34]=1.C1(P(C2C=CC=CC=2)C2C=CC=CC=2)C=CC=CC=1.